From a dataset of Reaction yield outcomes from USPTO patents with 853,638 reactions. Predict the reaction yield, written as a fraction of the theoretical maximum amount of product (1.0 means a 100% yield; for example, 0.34 means a 34% yield). The reactants are [OH:1][C:2]1[CH:10]=[CH:9][C:5]([C:6]([OH:8])=O)=[CH:4][CH:3]=1.Cl.[CH2:12]([O:19][NH2:20])[C:13]1[CH:18]=[CH:17][CH:16]=[CH:15][CH:14]=1.Cl.CN(C)CCCN=C=NCC.O. The catalyst is CN(C)C1C=CN=CC=1.ClCCl. The product is [CH2:12]([O:19][NH:20][C:6](=[O:8])[C:5]1[CH:4]=[CH:3][C:2]([OH:1])=[CH:10][CH:9]=1)[C:13]1[CH:18]=[CH:17][CH:16]=[CH:15][CH:14]=1. The yield is 0.450.